Dataset: Reaction yield outcomes from USPTO patents with 853,638 reactions. Task: Predict the reaction yield, written as a fraction of the theoretical maximum amount of product (1.0 means a 100% yield; for example, 0.34 means a 34% yield). (1) The reactants are [CH3:1][O:2][C:3](=[O:23])[C:4]([C:16]1[CH:21]=[CH:20][C:19]([OH:22])=[CH:18][CH:17]=1)=[CH:5][C:6]1[CH:11]=[C:10]([O:12][CH3:13])[CH:9]=[C:8]([O:14][CH3:15])[CH:7]=1.[H-].[Na+].F[C:27]1[CH:34]=[CH:33][C:30]([CH:31]=[O:32])=[CH:29][CH:28]=1. The catalyst is CN(C=O)C.C(OCC)(=O)C. The product is [CH3:1][O:2][C:3](=[O:23])[C:4]([C:16]1[CH:17]=[CH:18][C:19]([O:22][C:27]2[CH:34]=[CH:33][C:30]([CH:31]=[O:32])=[CH:29][CH:28]=2)=[CH:20][CH:21]=1)=[CH:5][C:6]1[CH:7]=[C:8]([O:14][CH3:15])[CH:9]=[C:10]([O:12][CH3:13])[CH:11]=1. The yield is 0.770. (2) The reactants are [I:1][CH2:2][CH2:3][CH2:4][CH2:5][CH2:6][CH2:7][CH2:8][CH2:9]I.[N:11]1[C:20]2[C:15](=[CH:16][CH:17]=[CH:18][CH:19]=2)[CH:14]=[CH:13][CH:12]=1. No catalyst specified. The product is [I-:1].[I-:1].[CH2:2]([N+:11]1[C:20]2[C:15](=[CH:16][CH:17]=[CH:18][CH:19]=2)[CH:14]=[CH:13][CH:12]=1)[CH2:3][CH2:4][CH2:5][CH2:6][CH2:7][CH2:8][CH2:9][N+:11]1[C:20]2[C:15](=[CH:16][CH:17]=[CH:18][CH:19]=2)[CH:14]=[CH:13][CH:12]=1. The yield is 0.890. (3) The reactants are C(NC(C)C)(C)C.C([Li])CCC.[CH3:13][S:14]([C:17]1[CH:22]=[CH:21][C:20]([CH2:23][C:24]([OH:26])=[O:25])=[CH:19][CH:18]=1)(=[O:16])=[O:15].I[CH2:28][CH:29]1[CH2:33][CH2:32][CH2:31][CH2:30]1. The catalyst is O1CCCC1.CN1CCCN(C)C1=O. The product is [CH:29]1([CH2:28][CH:23]([C:20]2[CH:19]=[CH:18][C:17]([S:14]([CH3:13])(=[O:15])=[O:16])=[CH:22][CH:21]=2)[C:24]([OH:26])=[O:25])[CH2:33][CH2:32][CH2:31][CH2:30]1. The yield is 0.520. (4) The reactants are [Cl:1][C:2]1[CH:14]=[C:13]([Cl:15])[C:12]([O:16][C:17]2[N:21]([CH3:22])[N:20]=[C:19]([CH3:23])[C:18]=2/[CH:24]=[N:25]/[OH:26])=[CH:11][C:3]=1[O:4][C@@H:5]([CH3:10])[C:6]([O:8][CH3:9])=[O:7].[H-].[Na+].Br[CH2:30][C:31]#[N:32].O. The catalyst is CN(C)C=O. The product is [Cl:1][C:2]1[CH:14]=[C:13]([Cl:15])[C:12]([O:16][C:17]2[N:21]([CH3:22])[N:20]=[C:19]([CH3:23])[C:18]=2/[CH:24]=[N:25]/[O:26][CH2:30][C:31]#[N:32])=[CH:11][C:3]=1[O:4][C@@H:5]([CH3:10])[C:6]([O:8][CH3:9])=[O:7]. The yield is 0.690.